From a dataset of Forward reaction prediction with 1.9M reactions from USPTO patents (1976-2016). Predict the product of the given reaction. (1) Given the reactants [CH3:1][C@@H:2]1[O:6][C:5](=[O:7])[NH:4][CH2:3]1.[K].CC(C)([O-])C.C1(C)C=CC(S(O[CH2:24][CH2:25][Cl:26])(=O)=O)=CC=1, predict the reaction product. The product is: [Cl:26][CH2:25][CH2:24][N:4]1[CH2:3][C@H:2]([CH3:1])[O:6][C:5]1=[O:7]. (2) Given the reactants Cl[C:2]1[CH:7]=[C:6]([C:8]2[CH:13]=[CH:12][C:11]([OH:14])=[CH:10][CH:9]=2)[C:5]([C:15]2[CH:20]=[C:19]([F:21])[CH:18]=[C:17]([F:22])[CH:16]=2)=[C:4]([C:23]2[NH:27][C:26]([CH3:29])([CH3:28])[O:25][N:24]=2)[CH:3]=1.COC1C=CC=C(OC)C=1C1C=CC=CC=1P(C1CCCCC1)C1CCCCC1.CCOC(C)=O.[CH3:65][N:66](C=O)C.O, predict the reaction product. The product is: [CH3:28][C:26]1([CH3:29])[O:25][N:24]=[C:23]([C:4]2[CH:3]=[C:2]([C:65]#[N:66])[CH:7]=[C:6]([C:8]3[CH:13]=[CH:12][C:11]([OH:14])=[CH:10][CH:9]=3)[C:5]=2[C:15]2[CH:20]=[C:19]([F:21])[CH:18]=[C:17]([F:22])[CH:16]=2)[NH:27]1. (3) The product is: [Cl:17][C:18]1[S:19][C:20]([CH2:23][N:4]2[CH2:5][N:6]([CH3:8])[CH2:7][N:2]([CH3:1])[C:3]2=[N:9][N+:10]([O-:12])=[O:11])=[CH:21][N:22]=1. Given the reactants [CH3:1][N:2]1[CH2:7][N:6]([CH3:8])[CH2:5][NH:4][C:3]1=[N:9][N+:10]([O-:12])=[O:11].[H-].[Na+].[H][H].[Cl:17][C:18]1[S:19][C:20]([CH2:23]Cl)=[CH:21][N:22]=1, predict the reaction product. (4) Given the reactants [C:1]([C:5]1[CH:10]=[C:9]([Cl:11])[CH:8]=[CH:7][C:6]=1[N:12]1[CH2:17][CH2:16][N:15]([C:18](=[O:25])[CH2:19][C:20]([O:22]CC)=[O:21])[CH2:14][CH2:13]1)([CH3:4])([CH3:3])[CH3:2].[Li+].[OH-].Cl, predict the reaction product. The product is: [C:1]([C:5]1[CH:10]=[C:9]([Cl:11])[CH:8]=[CH:7][C:6]=1[N:12]1[CH2:13][CH2:14][N:15]([C:18](=[O:25])[CH2:19][C:20]([OH:22])=[O:21])[CH2:16][CH2:17]1)([CH3:4])([CH3:2])[CH3:3]. (5) Given the reactants [Br-:1].[C:2]([CH:5]([CH2:29][CH2:30]C)[CH2:6][CH2:7][N:8]1[C:12]2[CH:13]=[CH:14][CH:15]=[CH:16][C:11]=2[S:10][C:9]1=[CH:17][C:18]1[C:27]2[C:22](=[CH:23][CH:24]=[CH:25][CH:26]=2)[N+:21]([CH3:28])=[CH:20][CH:19]=1)([OH:4])=[O:3].[Br-].C(C(CC)CCC[N+]1C2C=CC=CC=2SC=1C)(O)=O.[Br-].CC1SC2C=CC=CC=2[NH+]=1.[Br-].C[N+]1C2C(=CC=CC=2)C(C=C2N(CCCCC(O)=O)C3C=CC=CC=3S2)=CC=1, predict the reaction product. The product is: [Br-:1].[C:2]([CH:5]([CH2:29][CH3:30])[CH2:6][CH2:7][N:8]1[C:12]2[CH:13]=[CH:14][CH:15]=[CH:16][C:11]=2[S:10][C:9]1=[CH:17][C:18]1[C:27]2[C:22](=[CH:23][CH:24]=[CH:25][CH:26]=2)[N+:21]([CH3:28])=[CH:20][CH:19]=1)([OH:4])=[O:3].